Dataset: Full USPTO retrosynthesis dataset with 1.9M reactions from patents (1976-2016). Task: Predict the reactants needed to synthesize the given product. Given the product [Cl:26][CH2:2][C:3]1[CH:8]=[CH:7][C:6](/[CH:9]=[CH:10]/[C:11]2[CH:16]=[CH:15][C:14]([O:17][CH2:18][CH2:19][CH2:20][CH2:21][CH2:22][CH3:23])=[CH:13][CH:12]=2)=[CH:5][CH:4]=1, predict the reactants needed to synthesize it. The reactants are: O[CH2:2][C:3]1[CH:8]=[CH:7][C:6](/[CH:9]=[CH:10]/[C:11]2[CH:16]=[CH:15][C:14]([O:17][CH2:18][CH2:19][CH2:20][CH2:21][CH2:22][CH3:23])=[CH:13][CH:12]=2)=[CH:5][CH:4]=1.S(Cl)([Cl:26])=O.O.